This data is from Forward reaction prediction with 1.9M reactions from USPTO patents (1976-2016). The task is: Predict the product of the given reaction. (1) Given the reactants [CH2:1]([S:3][CH2:4][CH2:5][N:6]1[C:14](=[O:15])[C:13]2[C:8](=[CH:9][CH:10]=[C:11]([O:16][CH2:17][C:18]3[CH:23]=[CH:22][C:21]([F:24])=[CH:20][CH:19]=3)[CH:12]=2)[C:7]1=[O:25])[CH3:2].C1(C2[O:34]N2S(C2C=CC=CC=2)(=O)=O)C=CC=CC=1, predict the reaction product. The product is: [CH2:1]([S:3]([CH2:4][CH2:5][N:6]1[C:14](=[O:15])[C:13]2[C:8](=[CH:9][CH:10]=[C:11]([O:16][CH2:17][C:18]3[CH:19]=[CH:20][C:21]([F:24])=[CH:22][CH:23]=3)[CH:12]=2)[C:7]1=[O:25])=[O:34])[CH3:2]. (2) Given the reactants [CH3:1][N:2]1[CH2:6][CH2:5][CH2:4][CH:3]1[CH2:7][CH2:8][N:9]1[C:17]2[C:12](=[CH:13][C:14]([N+:18]([O-])=O)=[CH:15][CH:16]=2)[CH:11]=[C:10]1[CH2:21][C:22]1[CH:27]=[CH:26][C:25]([O:28][C:29]([F:32])([F:31])[F:30])=[CH:24][CH:23]=1.I.CS[C:36]([C:38]1[S:39][CH:40]=[CH:41][CH:42]=1)=[NH:37], predict the reaction product. The product is: [CH3:1][N:2]1[CH2:6][CH2:5][CH2:4][CH:3]1[CH2:7][CH2:8][N:9]1[C:17]2[C:12](=[CH:13][C:14]([NH:18][C:36]([C:38]3[S:39][CH:40]=[CH:41][CH:42]=3)=[NH:37])=[CH:15][CH:16]=2)[CH:11]=[C:10]1[CH2:21][C:22]1[CH:27]=[CH:26][C:25]([O:28][C:29]([F:32])([F:31])[F:30])=[CH:24][CH:23]=1.